This data is from Forward reaction prediction with 1.9M reactions from USPTO patents (1976-2016). The task is: Predict the product of the given reaction. Given the reactants F[C:2]1[CH:3]=[C:4]2[C:9](=[CH:10][C:11]=1[N+:12]([O-:14])=[O:13])[NH:8][C:7](=[O:15])[N:6]([NH:16][S:17]([CH3:20])(=[O:19])=[O:18])[C:5]2=[O:21].[NH:22]1[CH2:27][CH2:26][O:25][CH2:24][CH2:23]1.C(O)(=O)C, predict the reaction product. The product is: [N:22]1([C:2]2[CH:3]=[C:4]3[C:9](=[CH:10][C:11]=2[N+:12]([O-:14])=[O:13])[NH:8][C:7](=[O:15])[N:6]([NH:16][S:17]([CH3:20])(=[O:19])=[O:18])[C:5]3=[O:21])[CH2:27][CH2:26][O:25][CH2:24][CH2:23]1.